This data is from Retrosynthesis with 50K atom-mapped reactions and 10 reaction types from USPTO. The task is: Predict the reactants needed to synthesize the given product. (1) Given the product NNC(=O)c1ccc(Br)cc1, predict the reactants needed to synthesize it. The reactants are: CCOC(=O)c1ccc(Br)cc1.NN. (2) Given the product CC(=O)[C@@H](N)C(C)(C)C, predict the reactants needed to synthesize it. The reactants are: CC(=O)[C@@H](NC(=O)OC(C)(C)C)C(C)(C)C.